This data is from Forward reaction prediction with 1.9M reactions from USPTO patents (1976-2016). The task is: Predict the product of the given reaction. Given the reactants [CH3:1][O:2][C:3]1[CH:4]=[CH:5][C:6]([O:30][CH2:31][C:32]2[N:33]=[C:34]([C:38]3[CH:43]=[CH:42][CH:41]=[CH:40][CH:39]=3)[O:35][C:36]=2[CH3:37])=[C:7]([CH:9]=[CH:10][CH2:11][CH2:12][CH:13]([O:19][C:20]2[CH:25]=[CH:24][C:23]([C:26]([F:29])([F:28])[F:27])=[CH:22][CH:21]=2)[C:14]([O:16]CC)=[O:15])[CH:8]=1.CO.[OH-].[Na+], predict the reaction product. The product is: [CH3:1][O:2][C:3]1[CH:4]=[CH:5][C:6]([O:30][CH2:31][C:32]2[N:33]=[C:34]([C:38]3[CH:39]=[CH:40][CH:41]=[CH:42][CH:43]=3)[O:35][C:36]=2[CH3:37])=[C:7]([CH:9]=[CH:10][CH2:11][CH2:12][CH:13]([O:19][C:20]2[CH:21]=[CH:22][C:23]([C:26]([F:27])([F:29])[F:28])=[CH:24][CH:25]=2)[C:14]([OH:16])=[O:15])[CH:8]=1.